Dataset: Full USPTO retrosynthesis dataset with 1.9M reactions from patents (1976-2016). Task: Predict the reactants needed to synthesize the given product. Given the product [CH:1](=[CH:14][C:13](=[O:15])[CH2:12][C:9](=[O:11])[CH3:10])[C:2]1[CH:7]=[CH:6][CH:5]=[CH:4][CH:3]=1, predict the reactants needed to synthesize it. The reactants are: [CH:1](=O)[C:2]1[CH:7]=[CH:6][CH:5]=[CH:4][CH:3]=1.[C:9]([CH2:12][C:13](=[O:15])[CH3:14])(=[O:11])[CH3:10].N1CCCCC1.